From a dataset of Catalyst prediction with 721,799 reactions and 888 catalyst types from USPTO. Predict which catalyst facilitates the given reaction. (1) Reactant: [NH2:1][C:2]1[C:10]([F:11])=[C:9]([Br:12])[C:8]([Cl:13])=[CH:7][C:3]=1[C:4](O)=[O:5].C(O)(=O)C.[CH:18](N)=[NH:19]. Product: [Br:12][C:9]1[C:10]([F:11])=[C:2]2[C:3]([C:4](=[O:5])[NH:19][CH:18]=[N:1]2)=[CH:7][C:8]=1[Cl:13]. The catalyst class is: 14. (2) Reactant: [CH:1]1([C:4]2[CH:26]=[CH:25][C:7]([O:8][C:9]3[C:10](=[O:24])[N:11]([C:14]4[CH:19]=[CH:18][C:17]([CH2:20][OH:21])=[C:16]([O:22][CH3:23])[CH:15]=4)[CH2:12][CH:13]=3)=[CH:6][CH:5]=2)[CH2:3][CH2:2]1.CC(OI1(OC(C)=O)(OC(C)=O)OC(=O)C2C=CC=CC1=2)=O.[OH-].[Na+]. Product: [CH:1]1([C:4]2[CH:26]=[CH:25][C:7]([O:8][C:9]3[C:10](=[O:24])[N:11]([C:14]4[CH:19]=[CH:18][C:17]([CH:20]=[O:21])=[C:16]([O:22][CH3:23])[CH:15]=4)[CH2:12][CH:13]=3)=[CH:6][CH:5]=2)[CH2:3][CH2:2]1. The catalyst class is: 46. (3) Reactant: Cl[C:2]1[N:17]=[C:16]([Cl:18])[CH:15]=[CH:14][C:3]=1[C:4]([NH:6][CH2:7][C:8]1[CH:9]=[N:10][CH:11]=[CH:12][CH:13]=1)=[O:5].[F:19][C:20]1[CH:21]=[C:22]([CH:26]=[CH:27][CH:28]=1)[CH2:23][CH2:24][NH2:25].C([O-])([O-])=O.[K+].[K+].CN(C=O)C. Product: [Cl:18][C:16]1[CH:15]=[CH:14][C:3]([C:4]([NH:6][CH2:7][C:8]2[CH:9]=[N:10][CH:11]=[CH:12][CH:13]=2)=[O:5])=[C:2]([NH:25][CH2:24][CH2:23][C:22]2[CH:26]=[CH:27][CH:28]=[C:20]([F:19])[CH:21]=2)[N:17]=1. The catalyst class is: 13. (4) Reactant: OCC(CO)O.[O:7]=[C:8]([CH3:20])[CH2:9][CH2:10][CH2:11][CH2:12][C@@H:13]([CH2:17][CH2:18][CH3:19])[C:14]([OH:16])=[O:15]. Product: [O:7]=[C:8]([CH3:20])[CH2:9][CH2:10][CH2:11][CH2:12][C@H:13]([CH2:17][CH2:18][CH3:19])[C:14]([OH:16])=[O:15]. The catalyst class is: 6. (5) Reactant: [F:1][C:2]([F:30])([O:15][C:16]1[CH:21]=[CH:20][C:19]([O:22][CH2:23][CH2:24][CH2:25][C:26]([F:29])([F:28])[F:27])=[CH:18][CH:17]=1)[C:3]1[CH:8]=[CH:7][C:6](/[CH:9]=[CH:10]/[C:11]([O:13]C)=[O:12])=[CH:5][CH:4]=1.[OH-].[Na+].Cl. Product: [F:1][C:2]([F:30])([O:15][C:16]1[CH:21]=[CH:20][C:19]([O:22][CH2:23][CH2:24][CH2:25][C:26]([F:29])([F:28])[F:27])=[CH:18][CH:17]=1)[C:3]1[CH:8]=[CH:7][C:6](/[CH:9]=[CH:10]/[C:11]([OH:13])=[O:12])=[CH:5][CH:4]=1. The catalyst class is: 38. (6) Reactant: Cl[C:2]1[CH:11]=[C:10]([C:12]2[CH:13]=[N:14][CH:15]=[N:16][CH:17]=2)[C:9]2[CH2:8][CH2:7][CH2:6][CH2:5][C:4]=2[N:3]=1.[F:18][C:19]1[N:24]=[C:23]([CH2:25][OH:26])[CH:22]=[CH:21][CH:20]=1.C(Cl)(Cl)Cl.C(=O)([O-])[O-].[Cs+].[Cs+]. Product: [F:18][C:19]1[N:24]=[C:23]([CH2:25][O:26][C:2]2[CH:11]=[C:10]([C:12]3[CH:13]=[N:14][CH:15]=[N:16][CH:17]=3)[C:9]3[CH2:8][CH2:7][CH2:6][CH2:5][C:4]=3[N:3]=2)[CH:22]=[CH:21][CH:20]=1. The catalyst class is: 187. (7) Reactant: [CH3:1][O:2][CH2:3][C:4]1[CH:9]=[C:8]([N+:10]([O-:12])=[O:11])[CH:7]=[CH:6][C:5]=1[OH:13].C(=O)([O-])[O-].[K+].[K+].CN(C)C=O.[CH2:25](Cl)[C:26]1[CH:31]=[CH:30][CH:29]=[CH:28][CH:27]=1. Product: [CH2:25]([O:13][C:5]1[CH:6]=[CH:7][C:8]([N+:10]([O-:12])=[O:11])=[CH:9][C:4]=1[CH2:3][O:2][CH3:1])[C:26]1[CH:31]=[CH:30][CH:29]=[CH:28][CH:27]=1. The catalyst class is: 6. (8) Reactant: C(=O)([O-])[O-].[Cs+].[Cs+].[N:7]1[CH:12]=[CH:11][CH:10]=[CH:9][C:8]=1[NH:13][C:14]1[CH:19]=[CH:18][C:17]([OH:20])=[CH:16][CH:15]=1.F[C:22]1[C:27]([CH:28]2[CH2:32][N:31]([CH3:33])[C:30](=[O:34])[CH2:29]2)=[CH:26][CH:25]=[CH:24][N:23]=1. Product: [CH3:33][N:31]1[CH2:32][CH:28]([C:27]2[C:22]([O:20][C:17]3[CH:18]=[CH:19][C:14]([NH:13][C:8]4[CH:9]=[CH:10][CH:11]=[CH:12][N:7]=4)=[CH:15][CH:16]=3)=[N:23][CH:24]=[CH:25][CH:26]=2)[CH2:29][C:30]1=[O:34]. The catalyst class is: 37.